Dataset: Full USPTO retrosynthesis dataset with 1.9M reactions from patents (1976-2016). Task: Predict the reactants needed to synthesize the given product. (1) Given the product [C:50]([OH:63])(=[O:62])[CH:51]=[CH2:52].[NH2:30][C:31]([O:23][CH2:1][CH3:2])=[O:32], predict the reactants needed to synthesize it. The reactants are: [CH2:1]([OH:23])[CH2:2]CCCCCCCCCCCCCCCCCCCC.C(N=C=O)CCCCC[N:30]=[C:31]=[O:32].C1C=C(CN=C=O)C=C(CN=C=O)C=1.[C:50]([O-:63])(=[O:62])[CH2:51][CH2:52]CCCCCCCCC.C([Sn+2]CCCC)CCC.[C:50]([O-:63])(=[O:62])[CH2:51][CH2:52]CCCCCCCCC.COC1C=CC(O)=CC=1. (2) Given the product [CH2:17]([O:10][C:9](=[O:11])[CH2:8][C:5]1[CH:4]=[CH:3][C:2]([SH:1])=[CH:7][CH:6]=1)[CH3:18], predict the reactants needed to synthesize it. The reactants are: [SH:1][C:2]1[CH:7]=[CH:6][C:5]([CH2:8][C:9]([OH:11])=[O:10])=[CH:4][CH:3]=1.S(=O)(=O)(O)O.[CH2:17](O)[CH3:18]. (3) Given the product [CH:56]1([C:2]2[CH:11]=[C:10]3[C:5]([CH:6]=[CH:7][C:8]([C:12]4[N:16]5[CH:17]=[C:18]([CH:21]([N:26]6[CH2:30][CH2:29][C@H:28]([NH:31][C:32](=[O:38])[O:33][C:34]([CH3:35])([CH3:37])[CH3:36])[CH2:27]6)[C:22]([F:25])([F:23])[F:24])[CH:19]=[CH:20][C:15]5=[N:14][N:13]=4)=[N:9]3)=[CH:4][CH:3]=2)[CH2:57][CH2:52]1, predict the reactants needed to synthesize it. The reactants are: Br[C:2]1[CH:11]=[C:10]2[C:5]([CH:6]=[CH:7][C:8]([C:12]3[N:16]4[CH:17]=[C:18]([CH:21]([N:26]5[CH2:30][CH2:29][C@H:28]([NH:31][C:32](=[O:38])[O:33][C:34]([CH3:37])([CH3:36])[CH3:35])[CH2:27]5)[C:22]([F:25])([F:24])[F:23])[CH:19]=[CH:20][C:15]4=[N:14][N:13]=3)=[N:9]2)=[CH:4][CH:3]=1.P([CH:52]1[CH2:57][CH2:56]CCC1)(C1CCCCC1)C1CCCCC1.C1(B(O)O)CC1.C(OCC)(=O)C. (4) Given the product [NH:1]1[CH:5]=[CH:4][CH:3]=[C:2]1[CH:6]([C:2]1[NH:1][CH:5]=[CH:4][CH:3]=1)[CH2:7][CH2:8][CH3:9], predict the reactants needed to synthesize it. The reactants are: [NH:1]1[CH:5]=[CH:4][CH:3]=[CH:2]1.[CH:6](=O)[CH2:7][CH2:8][CH3:9]. (5) Given the product [Br:1][C:2]1[CH:7]=[C:6]([NH:8][C:9]([CH3:12])([CH3:11])[CH3:10])[C:5]([NH2:13])=[CH:4][CH:3]=1, predict the reactants needed to synthesize it. The reactants are: [Br:1][C:2]1[CH:3]=[CH:4][C:5]([N+:13]([O-])=O)=[C:6]([NH:8][C:9]([CH3:12])([CH3:11])[CH3:10])[CH:7]=1.